Task: Predict which catalyst facilitates the given reaction.. Dataset: Catalyst prediction with 721,799 reactions and 888 catalyst types from USPTO (1) Reactant: Cl[C:2]1[N:10]([C:11]2[CH:16]=[CH:15][CH:14]=[CH:13][CH:12]=2)[C:9]2[C:8](=[O:17])[N:7]([CH2:18][C:19]([C:21]3[CH:26]=[CH:25][CH:24]=[C:23]([O:27][CH3:28])[CH:22]=3)=[O:20])[CH:6]=[N:5][C:4]=2[C:3]=1[C:29]#[N:30].C(OC(=O)[NH:37][C@H:38]1[CH2:43][CH2:42][CH2:41][NH:40][CH2:39]1)(C)(C)C. Product: [NH2:37][C@H:38]1[CH2:43][CH2:42][CH2:41][N:40]([C:2]2[N:10]([C:11]3[CH:16]=[CH:15][CH:14]=[CH:13][CH:12]=3)[C:9]3[C:8](=[O:17])[N:7]([CH2:18][C:19]([C:21]4[CH:26]=[CH:25][CH:24]=[C:23]([O:27][CH3:28])[CH:22]=4)=[O:20])[CH:6]=[N:5][C:4]=3[C:3]=2[C:29]#[N:30])[CH2:39]1. The catalyst class is: 44. (2) Reactant: [CH:1]1([C:4]([NH:6][C:7]2[CH:8]=[CH:9][CH:10]=[C:11]3[C:15]=2[C:14](=[O:16])[N:13]([CH:17]([C:22]2[CH:27]=[CH:26][C:25]([O:28][CH:29]([F:31])[F:30])=[C:24]([O:32][CH2:33][CH3:34])[CH:23]=2)[CH2:18][C:19](O)=[O:20])[CH2:12]3)=[O:5])[CH2:3][CH2:2]1.C1N=C[N:37](C(N2C=NC=C2)=O)C=1.[NH4+].[OH-]. Product: [C:19]([CH2:18][CH:17]([N:13]1[C:14](=[O:16])[C:15]2[C:11](=[CH:10][CH:9]=[CH:8][C:7]=2[NH:6][C:4]([CH:1]2[CH2:3][CH2:2]2)=[O:5])[CH2:12]1)[C:22]1[CH:27]=[CH:26][C:25]([O:28][CH:29]([F:30])[F:31])=[C:24]([O:32][CH2:33][CH3:34])[CH:23]=1)(=[O:20])[NH2:37]. The catalyst class is: 1. (3) Reactant: [I:1][C:2]1[CH:20]=[CH:19][CH:18]=[CH:17][C:3]=1[CH2:4][N:5]1[CH2:10][CH2:9][N:8]([CH2:11][C:12](OCC)=[O:13])[CH2:7][CH2:6]1.[NH2:21][NH2:22]. Product: [I:1][C:2]1[CH:20]=[CH:19][CH:18]=[CH:17][C:3]=1[CH2:4][N:5]1[CH2:10][CH2:9][N:8]([CH2:11][C:12]([NH:21][NH2:22])=[O:13])[CH2:7][CH2:6]1. The catalyst class is: 8. (4) Reactant: [Cl:1][C:2]1[N:10](CC=C)[C:9]2[C:8](=[O:14])[NH:7][C:6](=[O:15])[N:5]([CH2:16][CH2:17][CH3:18])[C:4]=2[N:3]=1.[C:19]1([CH2:25][C:26]2[O:30][N:29]=[C:28]([CH2:31][CH2:32][CH2:33]O)[N:27]=2)[CH:24]=[CH:23][CH:22]=[CH:21][CH:20]=1.C1C=CC(P(C2C=CC=CC=2)C2C=CC=CC=2)=CC=1.C1C=CC(COC(/N=N/C(OCC2C=CC=CC=2)=O)=O)=CC=1.N1CCOCC1. Product: [Cl:1][C:2]1[NH:10][C:9]2[C:8](=[O:14])[N:7]([CH2:33][CH2:32][CH2:31][C:28]3[N:27]=[C:26]([CH2:25][C:19]4[CH:24]=[CH:23][CH:22]=[CH:21][CH:20]=4)[O:30][N:29]=3)[C:6](=[O:15])[N:5]([CH2:16][CH2:17][CH3:18])[C:4]=2[N:3]=1. The catalyst class is: 176. (5) Reactant: N1C=CC(N2CCC3(CCNCC3)C2)=CC=1.CS(Cl)(=O)=O.O[CH2:23][C:24]1[CH:29]=[CH:28][C:27]([C@H:30]([NH:32]C(=O)OC(C)(C)C)[CH3:31])=[CH:26][CH:25]=1.CS(OCC1C=CC([C@H](NC(OC(C)(C)C)=O)C)=CC=1)(=O)=O.[C:62]([NH2:66])([CH3:65])([CH3:64])[CH3:63].C([O-])([O-])=O.[K+].[K+]. Product: [NH2:32][C@@H:30]([C:27]1[CH:26]=[CH:25][C:24]([CH2:23][NH:66][C:62]([CH3:65])([CH3:64])[CH3:63])=[CH:29][CH:28]=1)[CH3:31]. The catalyst class is: 168.